From a dataset of Catalyst prediction with 721,799 reactions and 888 catalyst types from USPTO. Predict which catalyst facilitates the given reaction. Reactant: [C:1]([O:5][CH2:6][CH:7]1[CH:12]=[CH:11][N:10](C(=O)C(C)(C)C)[CH:9]=[C:8]1[CH:19]1[CH2:23][CH2:22][CH2:21][N:20]1[CH3:24])([CH3:4])([CH3:3])[CH3:2].[S]. Product: [C:1]([O:5][CH2:6][C:7]1[CH:12]=[CH:11][N:10]=[CH:9][C:8]=1[CH:19]1[CH2:23][CH2:22][CH2:21][N:20]1[CH3:24])([CH3:4])([CH3:3])[CH3:2]. The catalyst class is: 11.